The task is: Predict the product of the given reaction.. This data is from Forward reaction prediction with 1.9M reactions from USPTO patents (1976-2016). (1) Given the reactants [NH2:1][C:2]1[C:3]([C:12]([NH:14][C:15]2([C:21]([O:23]C)=[O:22])[CH2:20][CH2:19][CH2:18][CH2:17][CH2:16]2)=[O:13])=[CH:4][C:5]2[C:10]([CH:11]=1)=[CH:9][CH:8]=[CH:7][CH:6]=2.CO.[OH-].[Na+].Cl, predict the reaction product. The product is: [NH2:1][C:2]1[C:3]([C:12]([NH:14][C:15]2([C:21]([OH:23])=[O:22])[CH2:20][CH2:19][CH2:18][CH2:17][CH2:16]2)=[O:13])=[CH:4][C:5]2[C:10]([CH:11]=1)=[CH:9][CH:8]=[CH:7][CH:6]=2. (2) Given the reactants [C@@H:1]1([N:10]2[CH:17]=[CH:16][C:14]([NH2:15])=[N:13][C:11]2=[O:12])[O:7][C@H:6]([CH2:8][OH:9])[C@@H:4]([OH:5])[C@@H:2]1[OH:3].[C:18](OC(=O)C)(=[O:20])[CH3:19], predict the reaction product. The product is: [C@@H:1]1([N:10]2[CH:17]=[CH:16][C:14]([NH:15][C:18](=[O:20])[CH3:19])=[N:13][C:11]2=[O:12])[O:7][C@H:6]([CH2:8][OH:9])[C@@H:4]([OH:5])[C@@H:2]1[OH:3]. (3) Given the reactants C([O:3][C:4]([C:6]1[CH:7]=[C:8]([C:12]2[C:13]([C:18]3[CH:23]=[CH:22][CH:21]=[CH:20][C:19]=3[O:24][CH2:25][C:26]3[CH:31]=[CH:30][CH:29]=[CH:28][CH:27]=3)=[CH:14][CH:15]=[CH:16][CH:17]=2)[CH:9]=[CH:10][CH:11]=1)=[O:5])C.[OH-].[Na+].O, predict the reaction product. The product is: [CH2:25]([O:24][C:19]1[CH:20]=[CH:21][CH:22]=[CH:23][C:18]=1[C:13]1[C:12]([C:8]2[CH:9]=[CH:10][CH:11]=[C:6]([C:4]([OH:5])=[O:3])[CH:7]=2)=[CH:17][CH:16]=[CH:15][CH:14]=1)[C:26]1[CH:31]=[CH:30][CH:29]=[CH:28][CH:27]=1. (4) The product is: [CH3:1][S:2]([C:30]1[CH:35]=[CH:34][C:33]([CH2:36][CH2:37][C:38]([O:40][CH2:52][CH2:53][OH:54])=[O:39])=[CH:32][CH:31]=1)(=[N:4][C:5]([C:7]1[CH:8]=[N:9][CH:10]=[C:11]([C:13]#[C:14][C:15]2[CH:20]=[CH:19][CH:18]=[C:17]([NH:21][C:22]([C:24]3[O:25][CH:26]=[CH:27][C:28]=3[CH3:29])=[O:23])[CH:16]=2)[CH:12]=1)=[O:6])=[O:3]. Given the reactants [CH3:1][S:2]([C:30]1[CH:35]=[CH:34][C:33]([CH2:36][CH2:37][C:38]([OH:40])=[O:39])=[CH:32][CH:31]=1)(=[N:4][C:5]([C:7]1[CH:8]=[N:9][CH:10]=[C:11]([C:13]#[C:14][C:15]2[CH:20]=[CH:19][CH:18]=[C:17]([NH:21][C:22]([C:24]3[O:25][CH:26]=[CH:27][C:28]=3[CH3:29])=[O:23])[CH:16]=2)[CH:12]=1)=[O:6])=[O:3].CCN=C=NCCCN(C)C.[CH2:52](O)[CH2:53][OH:54], predict the reaction product. (5) Given the reactants Cl[C:2]1[CH:7]=[CH:6][N:5]=[C:4]([C:8]([F:11])([F:10])[F:9])[CH:3]=1.Cl.CC1(C)C(C)(C)OB([C:21]2[CH:26]=[CH:25][C:24]([CH2:27][NH2:28])=[CH:23][CH:22]=2)O1.[O-]P([O-])([O-])=O.[K+].[K+].[K+], predict the reaction product. The product is: [F:9][C:8]([F:11])([F:10])[C:4]1[CH:3]=[C:2]([C:21]2[CH:26]=[CH:25][C:24]([CH2:27][NH2:28])=[CH:23][CH:22]=2)[CH:7]=[CH:6][N:5]=1. (6) The product is: [CH:1]1([CH2:7][CH:8]([N:12]2[C:17](=[O:18])[CH:16]=[C:15]([O:19][C:20]3[CH:25]=[CH:24][C:23]([CH3:26])=[CH:22][C:21]=3[CH3:27])[CH:14]=[N:13]2)[C:9]([NH:28][C:29]2[CH:33]=[CH:32][N:31]([CH2:34][C:35]([OH:37])([CH3:38])[CH3:36])[N:30]=2)=[O:10])[CH2:2][CH2:3][CH2:4][CH2:5][CH2:6]1. Given the reactants [CH:1]1([CH2:7][CH:8]([N:12]2[C:17](=[O:18])[CH:16]=[C:15]([O:19][C:20]3[CH:25]=[CH:24][C:23]([CH3:26])=[CH:22][C:21]=3[CH3:27])[CH:14]=[N:13]2)[C:9](O)=[O:10])[CH2:6][CH2:5][CH2:4][CH2:3][CH2:2]1.[NH2:28][C:29]1[CH:33]=[CH:32][N:31]([CH2:34][C:35]([CH3:38])([OH:37])[CH3:36])[N:30]=1, predict the reaction product. (7) Given the reactants C([O:8][C:9]1[CH:17]=[CH:16][C:15]([C:18]2[NH:22][N:21]=[N:20][N:19]=2)=[CH:14][C:10]=1[C:11]([NH2:13])=[O:12])C1C=CC=CC=1.[OH-].[NH4+], predict the reaction product. The product is: [OH:8][C:9]1[CH:17]=[CH:16][C:15]([C:18]2[NH:22][N:21]=[N:20][N:19]=2)=[CH:14][C:10]=1[C:11]([NH2:13])=[O:12]. (8) Given the reactants [NH2:1][C:2]1[N:3]([CH3:22])[C:4](=[O:21])[C:5]2[C:10]([C:11]3[C:16]([CH3:17])=[CH:15][C:14]([CH3:18])=[CH:13][C:12]=3[CH3:19])=[CH:9][N:8]([CH3:20])[C:6]=2[N:7]=1.CN(C)C=O.[H-].[Na+].[CH3:30][O:31][CH2:32][CH2:33]Br, predict the reaction product. The product is: [C:12]1([CH3:19])[CH:13]=[C:14]([CH3:18])[CH:15]=[C:16]([CH3:17])[C:11]=1[C:10]1[C:5]2[C:4](=[O:21])[N:3]([CH3:22])[C:2]([NH:1][CH2:33][CH2:32][O:31][CH3:30])=[N:7][C:6]=2[N:8]([CH3:20])[CH:9]=1.